This data is from Forward reaction prediction with 1.9M reactions from USPTO patents (1976-2016). The task is: Predict the product of the given reaction. (1) Given the reactants C(OC([NH:8][CH:9]([C:21]1[CH:26]=[CH:25][C:24]([O:27][CH3:28])=[CH:23][CH:22]=1)[C:10]([O:12][C@@H:13]1[CH:18]2[CH2:19][CH2:20][N:15]([CH2:16][CH2:17]2)[CH2:14]1)=[O:11])=O)(C)(C)C.[ClH:29], predict the reaction product. The product is: [ClH:29].[ClH:29].[NH2:8][CH:9]([C:21]1[CH:22]=[CH:23][C:24]([O:27][CH3:28])=[CH:25][CH:26]=1)[C:10]([O:12][C@@H:13]1[CH:18]2[CH2:17][CH2:16][N:15]([CH2:20][CH2:19]2)[CH2:14]1)=[O:11]. (2) Given the reactants [Br:1][C:2]1[CH:3]=[C:4]([OH:8])[CH:5]=[CH:6][CH:7]=1.[CH2:9]([C:11]1[CH:16]=[CH:15][C:14](B(O)O)=[CH:13][CH:12]=1)[CH3:10].C(Cl)(Cl)Cl.C(N(CC)CC)C, predict the reaction product. The product is: [CH2:9]([C:11]1[CH:16]=[CH:15][C:14]([O:8][C:4]2[CH:3]=[C:2]([Br:1])[CH:7]=[CH:6][CH:5]=2)=[CH:13][CH:12]=1)[CH3:10].